This data is from Forward reaction prediction with 1.9M reactions from USPTO patents (1976-2016). The task is: Predict the product of the given reaction. (1) The product is: [CH:24]([C:35]1([C:30]2([CH3:29])[O:34][CH2:33][CH2:32][O:31]2)[CH2:37][CH2:36]1)=[CH:25][CH2:26][CH3:27]. Given the reactants [Br-].C([P+](C1C=CC=CC=1)(C1C=CC=CC=1)C1C=CC=CC=1)CC.[CH2:24]([Li])[CH2:25][CH2:26][CH3:27].[CH3:29][C:30]1([C:35]2(C=O)[CH2:37][CH2:36]2)[O:34][CH2:33][CH2:32][O:31]1, predict the reaction product. (2) Given the reactants [Cl:1][C:2]1[CH:3]=[CH:4][C:5]2[N:11](CC3C=CC(OC)=CC=3OC)[C:10](=[O:23])[CH:9]([CH2:24][C:25]3[S:26][C:27]([CH2:30][CH2:31][C:32]([O:34][CH3:35])=[O:33])=[CH:28][N:29]=3)[CH2:8][CH:7]([C:36]3[CH:41]=[CH:40][CH:39]=[C:38]([O:42][CH3:43])[C:37]=3[O:44][CH3:45])[C:6]=2[CH:46]=1.[N+]([O-])(O)=O.[N+]([O-])(O)=O.[N+]([O-])(O)=O.[N+]([O-])(O)=O.[N+]([O-])(O)=O.[N+]([O-])(O)=O.[Ce].C(=O)(O)[O-].[Na+].C(OCC)(=O)C, predict the reaction product. The product is: [Cl:1][C:2]1[CH:3]=[CH:4][C:5]2[NH:11][C:10](=[O:23])[CH:9]([CH2:24][C:25]3[S:26][C:27]([CH2:30][CH2:31][C:32]([O:34][CH3:35])=[O:33])=[CH:28][N:29]=3)[CH2:8][CH:7]([C:36]3[CH:41]=[CH:40][CH:39]=[C:38]([O:42][CH3:43])[C:37]=3[O:44][CH3:45])[C:6]=2[CH:46]=1. (3) Given the reactants [O:1]1[CH2:6][CH2:5][N:4]([C:7]2[C:8]3[N:9]([CH:13]=[C:14](/[CH:16]=[CH:17]/[C:18]4[CH:27]=[C:26]([C:28]([OH:30])=[O:29])[C:25]5[C:20](=[CH:21][CH:22]=[CH:23][CH:24]=5)[N:19]=4)[N:15]=3)[CH:10]=[CH:11][N:12]=2)[CH2:3][CH2:2]1.C[O-].[Na+:33], predict the reaction product. The product is: [Na+:33].[O:1]1[CH2:6][CH2:5][N:4]([C:7]2[C:8]3[N:9]([CH:13]=[C:14](/[CH:16]=[CH:17]/[C:18]4[CH:27]=[C:26]([C:28]([O-:30])=[O:29])[C:25]5[C:20](=[CH:21][CH:22]=[CH:23][CH:24]=5)[N:19]=4)[N:15]=3)[CH:10]=[CH:11][N:12]=2)[CH2:3][CH2:2]1. (4) The product is: [OH:10][CH2:11][C:12]1[O:13][C:14]([CH2:17][OH:18])=[CH:15][CH:16]=1.[CH2:19]=[CH:20][C:21]([NH:23][C:24]([CH:26]=[CH2:27])=[O:25])=[O:22].[NH2:31][CH2:28][C:8]1[O:7][C:4]([CH2:5][NH2:23])=[CH:3][CH:9]=1. Given the reactants OC[C:3]1[CH:9]=[CH:8][O:7][C:4]=1[CH:5]=O.[OH:10][CH2:11][C:12]1[O:13][C:14]([CH2:17][OH:18])=[CH:15][CH:16]=1.[CH2:19]=[CH:20][C:21]([NH:23][C:24]([CH:26]=[CH2:27])=[O:25])=[O:22].[C:28](#[N:31])C=C.S(=O)(=O)(O)O, predict the reaction product.